Dataset: Full USPTO retrosynthesis dataset with 1.9M reactions from patents (1976-2016). Task: Predict the reactants needed to synthesize the given product. (1) The reactants are: [BH4-].[Na+].[Br:3][C:4]1[CH:5]=[CH:6][C:7]([O:12][CH:13]([F:15])[F:14])=[C:8]([CH:11]=1)[CH:9]=[O:10].[CH3:16][O:17][CH2:18]OC.O=P12OP3(OP(OP(O3)(O1)=O)(=O)O2)=O.C(=O)([O-])[O-].[K+].[K+]. Given the product [Br:3][C:4]1[CH:5]=[CH:6][C:7]([O:12][CH:13]([F:14])[F:15])=[C:8]([CH2:9][O:10][CH2:16][O:17][CH3:18])[CH:11]=1, predict the reactants needed to synthesize it. (2) Given the product [Cl:20][C:14]1[CH:13]=[C:12]2[C:17]([CH:18]=[CH:19][C:10](/[CH:9]=[CH:8]/[C:4]3[CH:3]=[C:2]([C:24]4[CH:25]=[CH:26][CH:27]=[CH:28][C:23]=4[CH:21]=[O:22])[CH:7]=[CH:6][CH:5]=3)=[N:11]2)=[CH:16][CH:15]=1, predict the reactants needed to synthesize it. The reactants are: Br[C:2]1[CH:3]=[C:4](/[CH:8]=[CH:9]/[C:10]2[CH:19]=[CH:18][C:17]3[C:12](=[CH:13][C:14]([Cl:20])=[CH:15][CH:16]=3)[N:11]=2)[CH:5]=[CH:6][CH:7]=1.[CH:21]([C:23]1[CH:28]=[CH:27][CH:26]=[CH:25][C:24]=1B(O)O)=[O:22]. (3) Given the product [CH:45]1([CH2:48][O:49][NH:50][C:40]([C:39]2[C:31]([NH:30][C:24]3[CH:25]=[CH:26][C:27]([I:29])=[CH:28][C:23]=3[F:22])=[CH:32][C:33](=[O:43])[N:34]3[C:38]=2[CH2:37][CH2:36][CH2:35]3)=[O:42])[CH2:47][CH2:46]1, predict the reactants needed to synthesize it. The reactants are: CCN=C=NCCCN(C)C.C1C=CC2N(O)N=NC=2C=1.[F:22][C:23]1[CH:28]=[C:27]([I:29])[CH:26]=[CH:25][C:24]=1[NH:30][C:31]1[C:39]([C:40]([OH:42])=O)=[C:38]2[N:34]([CH2:35][CH2:36][CH2:37]2)[C:33](=[O:43])[CH:32]=1.Cl.[CH:45]1([CH2:48][O:49][NH2:50])[CH2:47][CH2:46]1. (4) Given the product [CH2:13]([C:17]1[N:18]=[C:19]([CH3:47])[N:20]([CH2:39][C:40]2[CH:44]=[C:43]([CH3:45])[N:42]([CH3:46])[N:41]=2)[C:21](=[O:38])[C:22]=1[CH2:23][C:24]1[CH:25]=[CH:26][C:27]([C:30]2[CH:35]=[CH:34][CH:33]=[CH:32][C:31]=2[C:36]2[NH:3][C:4](=[O:7])[O:5][N:37]=2)=[CH:28][CH:29]=1)[CH2:14][CH2:15][CH3:16], predict the reactants needed to synthesize it. The reactants are: [Cl-].O[NH3+:3].[C:4](=[O:7])([O-])[OH:5].[Na+].CS(C)=O.[CH2:13]([C:17]1[N:18]=[C:19]([CH3:47])[N:20]([CH2:39][C:40]2[CH:44]=[C:43]([CH3:45])[N:42]([CH3:46])[N:41]=2)[C:21](=[O:38])[C:22]=1[CH2:23][C:24]1[CH:29]=[CH:28][C:27]([C:30]2[C:31]([C:36]#[N:37])=[CH:32][CH:33]=[CH:34][CH:35]=2)=[CH:26][CH:25]=1)[CH2:14][CH2:15][CH3:16].